From a dataset of Full USPTO retrosynthesis dataset with 1.9M reactions from patents (1976-2016). Predict the reactants needed to synthesize the given product. (1) Given the product [CH:23]1([CH2:24][N:3]2[CH2:4][CH:5]3[CH2:20][CH:2]2[CH2:7][CH:6]3[NH:8][C:9]([C:11]2[C:19]3[C:14](=[CH:15][CH:16]=[CH:17][CH:18]=3)[NH:13][N:12]=2)=[O:10])[CH2:21][CH2:22]1, predict the reactants needed to synthesize it. The reactants are: Cl.[CH:2]12[CH2:20][CH:5]([CH:6]([NH:8][C:9]([C:11]3[C:19]4[C:14](=[CH:15][CH:16]=[CH:17][CH:18]=4)[NH:13][N:12]=3)=[O:10])[CH2:7]1)[CH2:4][NH:3]2.[CH2:21]1[CH:23]([CH:24](O)C#N)[CH2:22]1.C(N(CC)C(C)C)(C)C.C(O)(=O)C.C(O[BH-](OC(=O)C)OC(=O)C)(=O)C.[Na+]. (2) Given the product [CH2:1]([O:8][C:9]1[C:10]([C:30]([OH:32])=[O:31])=[N:11][C:12]([CH2:16][C:17]2([C:22]3[CH:27]=[CH:26][C:25]([Cl:28])=[C:24]([Cl:29])[CH:23]=3)[CH2:18][CH2:19][CH2:20][CH2:21]2)=[N:13][C:14]=1[OH:15])[C:2]1[CH:3]=[CH:4][CH:5]=[CH:6][CH:7]=1, predict the reactants needed to synthesize it. The reactants are: [CH2:1]([O:8][C:9]1[C:10]([C:30]([O:32]C(C)(C)C)=[O:31])=[N:11][C:12]([CH2:16][C:17]2([C:22]3[CH:27]=[CH:26][C:25]([Cl:28])=[C:24]([Cl:29])[CH:23]=3)[CH2:21][CH2:20][CH2:19][CH2:18]2)=[N:13][C:14]=1[OH:15])[C:2]1[CH:7]=[CH:6][CH:5]=[CH:4][CH:3]=1.C(OC1C(C(O)=O)=NC(CC2(C3C=CC(C(F)(F)F)=CC=3)CCCC2)=NC=1O)C1C=CC=CC=1.